This data is from Catalyst prediction with 721,799 reactions and 888 catalyst types from USPTO. The task is: Predict which catalyst facilitates the given reaction. (1) Reactant: C(O[C:9](=O)[N:10]([C@H:12]1[CH2:17][CH2:16][C@H:15]([CH2:18][CH2:19][CH2:20][CH2:21][CH2:22][Br:23])[CH2:14][CH2:13]1)C)C1C=CC=CC=1. Product: [BrH:23].[Br:23][CH2:22][CH2:21][CH2:20][CH2:19][CH2:18][C@H:15]1[CH2:14][CH2:13][C@H:12]([NH:10][CH3:9])[CH2:17][CH2:16]1. The catalyst class is: 201. (2) Reactant: C([N:4]([C:21]([O:23][C:24]([CH3:27])([CH3:26])[CH3:25])=[O:22])[N:5]1[CH2:10][C:9]([CH:11]=O)=[N:8][N:7]([C:13]([O:15][C:16]([CH3:19])([CH3:18])[CH3:17])=[O:14])[C:6]1=[O:20])(=O)C.N1C=CC=CC=1.Cl.[CH3:35][O:36][NH2:37]. Product: [C:24]([O:23][C:21]([NH:4][N:5]1[CH2:10][C:9](/[CH:11]=[N:37]/[O:36][CH3:35])=[N:8][N:7]([C:13]([O:15][C:16]([CH3:19])([CH3:18])[CH3:17])=[O:14])[C:6]1=[O:20])=[O:22])([CH3:27])([CH3:25])[CH3:26]. The catalyst class is: 5. (3) Reactant: [NH2:1][CH:2]1[C:10]2[C:5](=[CH:6][C:7]([CH2:11][N:12]3[CH:16]=[C:15]([CH2:17][OH:18])[C:14]([C:19]([F:22])([F:21])[F:20])=[N:13]3)=[CH:8][CH:9]=2)[CH2:4][CH2:3]1.C(N(CC)CC)C.[CH:30]1([S:33](Cl)(=[O:35])=[O:34])[CH2:32][CH2:31]1. Product: [OH:18][CH2:17][C:15]1[C:14]([C:19]([F:22])([F:21])[F:20])=[N:13][N:12]([CH2:11][C:7]2[CH:6]=[C:5]3[C:10](=[CH:9][CH:8]=2)[CH:2]([NH:1][S:33]([CH:30]2[CH2:32][CH2:31]2)(=[O:35])=[O:34])[CH2:3][CH2:4]3)[CH:16]=1. The catalyst class is: 2. (4) Reactant: [C:1]([C:4]1[CH:5]=[CH:6][C:7]2[O:11][C:10](C(OC)=O)=[CH:9][C:8]=2[CH:16]=1)(=[O:3])[CH3:2].[OH-].[Na+]. Product: [C:1]([C:4]1[CH:5]=[CH:6][C:7]2[O:11][CH:10]=[CH:9][C:8]=2[CH:16]=1)(=[O:3])[CH3:2]. The catalyst class is: 5.